Dataset: Catalyst prediction with 721,799 reactions and 888 catalyst types from USPTO. Task: Predict which catalyst facilitates the given reaction. (1) Reactant: COC1C=CC(P2(=S)SP(=S)(C3C=CC(OC)=CC=3)[S:10]2)=CC=1.[C:23]([C:25]1[C:30]2[N:31]=[C:32]([CH:34]3[CH2:36][CH2:35]3)[O:33][C:29]=2[C:28]([CH2:37][C:38]([N:40]([CH3:42])[CH3:41])=O)=[C:27]([C:43]2[CH:48]=[CH:47][CH:46]=[CH:45][CH:44]=2)[C:26]=1[CH3:49])#[N:24]. Product: [C:23]([C:25]1[C:30]2[N:31]=[C:32]([CH:34]3[CH2:36][CH2:35]3)[O:33][C:29]=2[C:28]([CH2:37][C:38](=[S:10])[N:40]([CH3:42])[CH3:41])=[C:27]([C:43]2[CH:48]=[CH:47][CH:46]=[CH:45][CH:44]=2)[C:26]=1[CH3:49])#[N:24]. The catalyst class is: 11. (2) Reactant: COC1C=CC(/C=[C:16]2/[C:17]([NH:19][C:20]([S:22]/2)=[NH:21])=[O:18])=CC=1OC1CCCC1.C(O[Na])(C)=O.[CH:28]([C:30]1[N:31]=[C:32]2[C:37](=[CH:38][CH:39]=1)[N:36]=[CH:35][C:34]([C:40]#[N:41])=[CH:33]2)=O. Product: [NH2:21][C:20]1[S:22][C:16](=[CH:28][C:30]2[N:31]=[C:32]3[C:37](=[CH:38][CH:39]=2)[N:36]=[CH:35][C:34]([C:40]#[N:41])=[CH:33]3)[C:17](=[O:18])[N:19]=1. The catalyst class is: 52. (3) Reactant: [H-].[Al+3].[Li+].[H-].[H-].[H-].[CH3:7][N:8]([C:15]1[CH:20]=[CH:19][C:18]([CH:21]([C:27](OCC)=[O:28])[C:22](OCC)=[O:23])=[CH:17][CH:16]=1)[C:9]1[CH:14]=[CH:13][CH:12]=[CH:11][CH:10]=1.O. Product: [CH3:7][N:8]([C:15]1[CH:16]=[CH:17][C:18]([CH:21]([CH2:27][OH:28])[CH2:22][OH:23])=[CH:19][CH:20]=1)[C:9]1[CH:14]=[CH:13][CH:12]=[CH:11][CH:10]=1. The catalyst class is: 7. (4) Reactant: [CH:1]1[C:13]2[NH:12][C:11]3[C:6](=[CH:7][CH:8]=[CH:9][CH:10]=3)[C:5]=2[CH:4]=[CH:3][CH:2]=1.[CH2:14]([Li])[CH2:15][CH2:16][CH3:17].Cl[C:20]1[N:25]=[C:24](Cl)[N:23]=[C:22]([Cl:27])[N:21]=1.O. Product: [Cl:27][C:22]1[N:21]=[C:20]([N:12]2[C:11]3[CH:10]=[CH:9][CH:8]=[CH:7][C:6]=3[C:5]3[C:13]2=[CH:1][CH:2]=[CH:3][CH:4]=3)[N:25]=[C:24]([N:12]2[C:11]3[CH:10]=[CH:9][CH:8]=[CH:7][C:6]=3[C:5]3[C:17]2=[CH:16][CH:15]=[CH:14][CH:4]=3)[N:23]=1. The catalyst class is: 1. (5) Reactant: [Br:1][C:2]1[CH:15]=[CH:14][C:5]2[N:6]=[C:7]([CH:9]3[CH2:12][C:11](=O)[CH2:10]3)[S:8][C:4]=2[CH:3]=1.[CH3:16][C@H:17]1[CH2:21][CH2:20][CH2:19][NH:18]1.N1C=CC=CC=1.B. Product: [Br:1][C:2]1[CH:15]=[CH:14][C:5]2[N:6]=[C:7]([C@H:9]3[CH2:12][C@@H:11]([N:18]4[CH2:19][CH2:20][CH2:21][C@@H:17]4[CH3:16])[CH2:10]3)[S:8][C:4]=2[CH:3]=1. The catalyst class is: 429. (6) Reactant: CS(OS(C)(=O)=O)(=O)=O.[C:10]([O:14][C:15]([N:17]1[CH2:22][C@H:21]([CH2:23]O)[N:20]([CH2:25][C:26]2[CH:31]=[CH:30][CH:29]=[CH:28][CH:27]=2)[CH2:19][C@H:18]1[CH3:32])=[O:16])([CH3:13])([CH3:12])[CH3:11].C(N(CC)CC)C.[NH:40]1[CH:44]=[CH:43][CH:42]=[N:41]1. Product: [C:10]([O:14][C:15]([N:17]1[CH2:22][C@H:21]([CH2:23][N:40]2[CH:44]=[CH:43][CH:42]=[N:41]2)[N:20]([CH2:25][C:26]2[CH:31]=[CH:30][CH:29]=[CH:28][CH:27]=2)[CH2:19][C@H:18]1[CH3:32])=[O:16])([CH3:13])([CH3:12])[CH3:11]. The catalyst class is: 2. (7) Reactant: [F:1][C:2]1[C:3]([C@@H:8]([S:10][C:11]2[N:12]=[C:13]([NH:22][C@H:23]([CH2:26][CH:27]([CH3:29])[CH3:28])[CH2:24][OH:25])[C:14]3[S:19][C:18]([O:20]C)=[N:17][C:15]=3[N:16]=2)[CH3:9])=[N:4][CH:5]=[CH:6][CH:7]=1. Product: [F:1][C:2]1[C:3]([C@@H:8]([S:10][C:11]2[N:12]=[C:13]([NH:22][C@@H:23]([CH2:24][OH:25])[CH2:26][CH:27]([CH3:28])[CH3:29])[C:14]3[S:19][C:18](=[O:20])[NH:17][C:15]=3[N:16]=2)[CH3:9])=[N:4][CH:5]=[CH:6][CH:7]=1. The catalyst class is: 170. (8) Reactant: C(NC(C)C)(C)C.[Li]CCCC.[Br:13][C:14]1[C:18]([Br:19])=[CH:17][S:16][CH:15]=1.CN([CH:23]=[O:24])C. Product: [Br:13][C:14]1[C:18]([Br:19])=[CH:17][S:16][C:15]=1[CH:23]=[O:24]. The catalyst class is: 1. (9) Reactant: Br[C:2]1[N:3]=[C:4]([C:13]2[CH:18]=[CH:17][C:16]([Cl:19])=[CH:15][CH:14]=2)[C:5]([NH2:12])=[N:6][C:7]=1[C:8]([F:11])([F:10])[F:9].CO.[C:22]([O:25][CH2:26]C)(=[O:24])C.[C]=O. Product: [CH3:26][O:25][C:22]([C:2]1[C:7]([C:8]([F:11])([F:10])[F:9])=[N:6][C:5]([NH2:12])=[C:4]([C:13]2[CH:18]=[CH:17][C:16]([Cl:19])=[CH:15][CH:14]=2)[N:3]=1)=[O:24]. The catalyst class is: 66.